This data is from Rat liver microsome stability data. The task is: Regression/Classification. Given a drug SMILES string, predict its absorption, distribution, metabolism, or excretion properties. Task type varies by dataset: regression for continuous measurements (e.g., permeability, clearance, half-life) or binary classification for categorical outcomes (e.g., BBB penetration, CYP inhibition). Dataset: rlm. (1) The compound is CCCN1C(=O)OC[C@@H]1Cc1cc(C[C@@H]2CS(=O)(=O)C[C@H](NCc3cccc(C(C)C)c3)[C@H]2O)ccc1O. The result is 1 (stable in rat liver microsomes). (2) The compound is Cc1nn(Cc2ccccc2Cl)c(C)c1CN(C)CC(O)COc1ccc(Cl)cc1. The result is 1 (stable in rat liver microsomes). (3) The drug is Cc1ccc(S(=O)(=O)Nc2cnccc2C(=O)Nc2ccc(C#N)cc2)cc1. The result is 1 (stable in rat liver microsomes).